Dataset: NCI-60 drug combinations with 297,098 pairs across 59 cell lines. Task: Regression. Given two drug SMILES strings and cell line genomic features, predict the synergy score measuring deviation from expected non-interaction effect. (1) Drug 1: C1=CC(=CC=C1C#N)C(C2=CC=C(C=C2)C#N)N3C=NC=N3. Drug 2: CC12CCC3C(C1CCC2O)C(CC4=C3C=CC(=C4)O)CCCCCCCCCS(=O)CCCC(C(F)(F)F)(F)F. Cell line: CCRF-CEM. Synergy scores: CSS=1.62, Synergy_ZIP=7.33, Synergy_Bliss=9.73, Synergy_Loewe=9.12, Synergy_HSA=-0.189. (2) Drug 1: CNC(=O)C1=NC=CC(=C1)OC2=CC=C(C=C2)NC(=O)NC3=CC(=C(C=C3)Cl)C(F)(F)F. Drug 2: C#CCC(CC1=CN=C2C(=N1)C(=NC(=N2)N)N)C3=CC=C(C=C3)C(=O)NC(CCC(=O)O)C(=O)O. Cell line: SF-268. Synergy scores: CSS=-2.25, Synergy_ZIP=2.40, Synergy_Bliss=3.72, Synergy_Loewe=-1.56, Synergy_HSA=-1.11. (3) Drug 1: C1=C(C(=O)NC(=O)N1)F. Drug 2: CCC1(CC2CC(C3=C(CCN(C2)C1)C4=CC=CC=C4N3)(C5=C(C=C6C(=C5)C78CCN9C7C(C=CC9)(C(C(C8N6C=O)(C(=O)OC)O)OC(=O)C)CC)OC)C(=O)OC)O.OS(=O)(=O)O. Cell line: UACC-257. Synergy scores: CSS=18.7, Synergy_ZIP=-2.82, Synergy_Bliss=7.54, Synergy_Loewe=-16.9, Synergy_HSA=2.66. (4) Drug 1: CC1=C2C(C(=O)C3(C(CC4C(C3C(C(C2(C)C)(CC1OC(=O)C(C(C5=CC=CC=C5)NC(=O)C6=CC=CC=C6)O)O)OC(=O)C7=CC=CC=C7)(CO4)OC(=O)C)O)C)OC(=O)C. Drug 2: C1=CC=C(C=C1)NC(=O)CCCCCCC(=O)NO. Cell line: NCI-H322M. Synergy scores: CSS=3.11, Synergy_ZIP=-6.80, Synergy_Bliss=-9.75, Synergy_Loewe=-15.2, Synergy_HSA=-9.50. (5) Drug 1: CN1CCC(CC1)COC2=C(C=C3C(=C2)N=CN=C3NC4=C(C=C(C=C4)Br)F)OC. Drug 2: CCN(CC)CCCC(C)NC1=C2C=C(C=CC2=NC3=C1C=CC(=C3)Cl)OC. Cell line: K-562. Synergy scores: CSS=71.1, Synergy_ZIP=4.71, Synergy_Bliss=1.81, Synergy_Loewe=-1.44, Synergy_HSA=3.34. (6) Drug 1: C1CCC(C(C1)N)N.C(=O)(C(=O)[O-])[O-].[Pt+4]. Drug 2: CCC1(C2=C(COC1=O)C(=O)N3CC4=CC5=C(C=CC(=C5CN(C)C)O)N=C4C3=C2)O.Cl. Cell line: MDA-MB-435. Synergy scores: CSS=31.2, Synergy_ZIP=-9.91, Synergy_Bliss=-4.87, Synergy_Loewe=-0.465, Synergy_HSA=-0.356. (7) Drug 1: C1=NC2=C(N1)C(=S)N=C(N2)N. Drug 2: CCC1(CC2CC(C3=C(CCN(C2)C1)C4=CC=CC=C4N3)(C5=C(C=C6C(=C5)C78CCN9C7C(C=CC9)(C(C(C8N6C=O)(C(=O)OC)O)OC(=O)C)CC)OC)C(=O)OC)O.OS(=O)(=O)O. Cell line: NCI/ADR-RES. Synergy scores: CSS=21.8, Synergy_ZIP=-9.36, Synergy_Bliss=0.317, Synergy_Loewe=-0.697, Synergy_HSA=-0.533. (8) Drug 1: C1=CN(C(=O)N=C1N)C2C(C(C(O2)CO)O)O.Cl. Drug 2: C(CN)CNCCSP(=O)(O)O. Cell line: RXF 393. Synergy scores: CSS=3.15, Synergy_ZIP=0.358, Synergy_Bliss=2.81, Synergy_Loewe=-2.37, Synergy_HSA=0.128.